From a dataset of Full USPTO retrosynthesis dataset with 1.9M reactions from patents (1976-2016). Predict the reactants needed to synthesize the given product. (1) Given the product [Cl:1][C:2]1[CH:7]=[CH:6][C:5]([C:8]([C:11]2[C:19]3[C:14](=[CH:15][CH:16]=[CH:17][CH:18]=3)[N:13]([CH2:27][C:28]([O:30][C:31]([CH3:34])([CH3:33])[CH3:32])=[O:29])[N:12]=2)([CH3:10])[CH3:9])=[CH:4][CH:3]=1, predict the reactants needed to synthesize it. The reactants are: [Cl:1][C:2]1[CH:7]=[CH:6][C:5]([C:8]([C:11]2[C:19]3[C:14](=[CH:15][CH:16]=[CH:17][CH:18]=3)[NH:13][N:12]=2)([CH3:10])[CH3:9])=[CH:4][CH:3]=1.C(=O)([O-])[O-].[Cs+].[Cs+].Br[CH2:27][C:28]([O:30][C:31]([CH3:34])([CH3:33])[CH3:32])=[O:29]. (2) Given the product [ClH:25].[NH:15]1[CH2:16][CH2:17][CH:12]([CH2:11][C:7]2[CH:6]=[C:5]3[C:10](=[CH:9][CH:8]=2)[N:1]=[CH:2][CH:3]=[N:4]3)[CH2:13][CH2:14]1, predict the reactants needed to synthesize it. The reactants are: [N:1]1[C:10]2[C:5](=[CH:6][C:7]([CH2:11][CH:12]3[CH2:17][CH2:16][N:15](C(OC(C)(C)C)=O)[CH2:14][CH2:13]3)=[CH:8][CH:9]=2)[N:4]=[CH:3][CH:2]=1.[ClH:25]. (3) Given the product [F:1][C:2]1[CH:7]=[C:6]([O:8][C:9]([F:14])([F:13])[CH:10]([F:12])[F:11])[CH:5]=[C:4]([C@@:15]([C:23]2[CH:28]=[CH:27][C:26]([F:29])=[CH:25][CH:24]=2)([N+:30]#[C-:31])[CH2:16][C:17]2[CH:22]=[CH:21][CH:20]=[CH:19][CH:18]=2)[CH:3]=1, predict the reactants needed to synthesize it. The reactants are: [F:1][C:2]1[CH:3]=[C:4]([C@:15]([NH:30][CH:31]=O)([C:23]2[CH:28]=[CH:27][C:26]([F:29])=[CH:25][CH:24]=2)[CH2:16][C:17]2[CH:22]=[CH:21][CH:20]=[CH:19][CH:18]=2)[CH:5]=[C:6]([O:8][C:9]([F:14])([F:13])[CH:10]([F:12])[F:11])[CH:7]=1.C(N(CC)CC)C.O=P(Cl)(Cl)Cl. (4) The reactants are: [F:1][C:2]([F:9])([F:8])[CH2:3][S:4](Cl)(=[O:6])=[O:5].[CH:10]1([O:15][C:16]2[CH:17]=[C:18]([NH:22][CH2:23][C:24]3[CH:25]=[N:26][CH:27]=[N:28][CH:29]=3)[CH:19]=[CH:20][CH:21]=2)[CH2:14][CH2:13][CH2:12][CH2:11]1. Given the product [CH:10]1([O:15][C:16]2[CH:17]=[C:18]([N:22]([CH2:23][C:24]3[CH:25]=[N:26][CH:27]=[N:28][CH:29]=3)[S:4]([CH2:3][C:2]([F:9])([F:8])[F:1])(=[O:6])=[O:5])[CH:19]=[CH:20][CH:21]=2)[CH2:11][CH2:12][CH2:13][CH2:14]1, predict the reactants needed to synthesize it. (5) Given the product [O:27]=[S:23]1(=[O:28])[CH2:24][CH2:25][CH2:26][N:22]1[C:19]1[CH:20]=[CH:21][C:16]([C:14]([N:11]2[CH2:12][CH2:13][CH:8]([C:6](=[O:7])[C:5]3[CH:33]=[CH:34][C:2]([CH3:35])=[CH:3][CH:4]=3)[CH2:9][CH2:10]2)=[O:15])=[C:17]([S:29]([CH3:32])(=[O:31])=[O:30])[CH:18]=1, predict the reactants needed to synthesize it. The reactants are: Cl[C:2]1[CH:34]=[CH:33][C:5]([C:6]([CH:8]2[CH2:13][CH2:12][N:11]([C:14]([C:16]3[CH:21]=[CH:20][C:19]([N:22]4[CH2:26][CH2:25][CH2:24][S:23]4(=[O:28])=[O:27])=[CH:18][C:17]=3[S:29]([CH3:32])(=[O:31])=[O:30])=[O:15])[CH2:10][CH2:9]2)=[O:7])=[CH:4][CH:3]=1.[CH3:35]B(O)O. (6) Given the product [CH3:10][C:2]([N:11]1[CH2:16][CH2:15][CH:14]([C:17]2[S:18][C:19]([C:22]3[CH:23]=[CH:24][C:25]([NH:28][C:29]([NH:31][C:32]4[CH:37]=[C:36]([F:38])[C:35]([F:39])=[CH:34][C:33]=4[F:40])=[O:30])=[CH:26][CH:27]=3)=[CH:20][N:21]=2)[CH2:13][CH2:12]1)([CH3:1])[C:3]([OH:5])=[O:4], predict the reactants needed to synthesize it. The reactants are: [CH3:1][C:2]([N:11]1[CH2:16][CH2:15][CH:14]([C:17]2[S:18][C:19]([C:22]3[CH:27]=[CH:26][C:25]([NH:28][C:29]([NH:31][C:32]4[CH:37]=[C:36]([F:38])[C:35]([F:39])=[CH:34][C:33]=4[F:40])=[O:30])=[CH:24][CH:23]=3)=[CH:20][N:21]=2)[CH2:13][CH2:12]1)([CH3:10])[C:3]([O:5]C(C)(C)C)=[O:4].Cl.C(O)(C)C.